From a dataset of Drug-target binding data from BindingDB using Ki measurements. Regression. Given a target protein amino acid sequence and a drug SMILES string, predict the binding affinity score between them. We predict pKi (pKi = -log10(Ki in M); higher means stronger inhibition). Dataset: bindingdb_ki. (1) The small molecule is COc1ccccc1N1CCN(CCCNc2c(C)c(=O)n(C)c(=O)n2C)CC1. The target protein sequence is MNPDLDTGHNTSAPAHWGELKNANFTGPNQTSSNSTLPQLDITRAISVGLVLGAFILFAIVGNILVILSVACNRHLRTPTNYFIVNLAIADLLLSFTVLPFSAALEVLGYWVLGRIFCDIWAAVDVLCCTASILSLCAISIDRYIGVRYSLQYPTLVTRRKAILALLSVWVLSTVISIGPLLGWKEPAPNDDKECGVTEEPFYALFSSLGSFYIPLAVILVMYCRVYIVAKRTTKNLEAGVMKEMSNSKELTLRIHSKNFHEDTLSSTKAKGHNPRSSIAVKLFKFSREKKAAKTLGIVVGMFILCWLPFFIALPL. The pKi is 7.2. (2) The compound is CNCCC(Oc1ccccc1OC)c1ccccc1. The pKi is 8.2. The target protein (P51143) has sequence MLLARMNPQVQPENGGAGPGSEQPPRKRKEVLVVKERNGVQCLLASRDGDEQPRETWGKKIDFLLSVVGFAVDLANVWRFPYLCYKNGGGAFLIPYTLFLIIAGMPLFYMELALGQYNREGAATVWKICPFFKGVGYAVILIALYVGFYYNVIIAWSLYYLFSSFTPTLPWTDCGHAWNSPNCTDPKLLNSSVLGNHTKYSKYKFTPAAEFYERGVLHLHESSGIHDIGLPQWQLLLCLIIVVIVLFFSLWKGVKTSGKVVWITATLPYLVLFVLLVHGITLPGASNGINAYLHIDFYRLKEATVWIDAATQIFFSLGAGFGVLIAFASYNKFDNNCYRDALLTSTINCVTSFISGFAIFSILGYMAHEHKVNIEDVATEGAGLVFILYPEAISTLSGSTFWAIVFFIMLLALGIDSSMGGMEAVITGLADDFQVLKRHRKLFTFAVSFGTFLLALFCITKGGIYVLTLLDTFAAGTSILFAVLMEAIGVSWFYGVDRFS.... (3) The drug is O=c1n(CCCN2CCN(c3cccc(Cl)c3)CC2)nc2ccccn12. The target is MLLARMKPQVQPELGGADQ. The pKi is 5.0. (4) The compound is CCOC(=O)[C@H](CC(C)C)NC(=O)[C@@H](NC(=O)[C@H](Cc1c[nH]c2ccccc12)NC(=O)[C@H]1CCCN1C(=O)[C@H](CCCCN)NC[C@@H](N)CCCCN)C(C)(C)C. The target protein (O88319) has sequence MHLNSSVQQGAPSEPGAQPFPHPQFGLETMLLALSLSNGSGNSSESILEPNSNLDVNTDIYSKVLVTAVYLALFVVGTVGNSVTAFTLARKKSLQSLQSTVHYHLGSLALSDLLILLLAMPVELYNFIWVHHPWAFGDAGCRGYYFLRDACTYATALNVASLSVERYLAICHPFKAKTLMSRSRTKKFISAIWLASALLAVPMLFTMGLQNRSADGQHPGGLVCTPTVDTATVKVVIQVNTFMSFLFPMLIISILNTVIANKLTVMVHQAAEQGRGVCTVGTHNSLEHSTFNMSIEPGRVQALRHGVLVLRAVVIAFVVCWLPYHVRRLMFCYISDEQWTTFLFDFYHYFYMLTNALFYVSSAINPILYNLVSANFRQVFLSTLACLCPGWRRRRKKRPTFSRKPNSMSSNHAFSTSATRETLY. The pKi is 7.5. (5) The compound is O=C([O-])[C@@]1(O)C[C@@H](O)[C@H](O)C(OCc2ccc3ccccc3c2)=C1Cc1ccc2ccccc2c1. The target protein (P9WPX7) has sequence MSELIVNVINGPNLGRLGRREPAVYGGTTHDELVALIEREAAELGLKAVVRQSDSEAQLLDWIHQAADAAEPVILNAGGLTHTSVALRDACAELSAPLIEVHISNVHAREEFRRHSYLSPIATGVIVGLGIQGYLLALRYLAEHVGT. The pKi is 5.2. (6) The small molecule is Nc1nc2c(c(=O)[nH]1)S(=O)C(c1ccccc1)=CN2. The target protein (P04176) has sequence MAAVVLENGVLSRKLSDFGQETSYIEDNSNQNGAISLIFSLKEEVGALAKVLRLFEENDINLTHIESRPSRLNKDEYEFFTYLDKRTKPVLGSIIKSLRNDIGATVHELSRDKEKNTVPWFPRTIQELDRFANQILSYGAELDADHPGFKDPVYRARRKQFADIAYNYRHGQPIPRVEYTEEEKQTWGTVFRTLKALYKTHACYEHNHIFPLLEKYCGFREDNIPQLEDVSQFLQTCTGFRLRPVAGLLSSRDFLGGLAFRVFHCTQYIRHGSKPMYTPEPDICHELLGHVPLFSDRSFAQFSQEIGLASLGAPDEYIEKLATIYWFTVEFGLCKEGDSIKAYGAGLLSSFGELQYCLSDKPKLLPLELEKTACQEYSVTEFQPLYYVAESFSDAKEKVRTFAATIPRPFSVRYDPYTQRVEVLDNTQQLKILADSINSEVGILCNALQKIKS. The pKi is 5.2.